From a dataset of Forward reaction prediction with 1.9M reactions from USPTO patents (1976-2016). Predict the product of the given reaction. Given the reactants [C:1]([O:5][C:6](=[O:14])[NH:7][CH:8]1[CH2:13][CH2:12][NH:11][CH2:10][CH2:9]1)([CH3:4])([CH3:3])[CH3:2].O[CH2:16][CH2:17][N:18]1[CH2:23][CH2:22][CH:21]([OH:24])[CH2:20][CH2:19]1.CCN(C(C)C)C(C)C.[I-].C(C[P+](C)(C)C)#N.C(=O)([O-])[O-].[K+].[K+], predict the reaction product. The product is: [C:1]([O:5][C:6](=[O:14])[NH:7][CH:8]1[CH2:13][CH2:12][N:11]([CH2:16][CH2:17][N:18]2[CH2:23][CH2:22][CH:21]([OH:24])[CH2:20][CH2:19]2)[CH2:10][CH2:9]1)([CH3:4])([CH3:2])[CH3:3].